This data is from Reaction yield outcomes from USPTO patents with 853,638 reactions. The task is: Predict the reaction yield, written as a fraction of the theoretical maximum amount of product (1.0 means a 100% yield; for example, 0.34 means a 34% yield). (1) The reactants are Br[C:2]1[C:6]([CH3:7])=[CH:5][S:4][CH:3]=1.[CH:8]([C:10]1[CH:15]=[CH:14][CH:13]=[CH:12][C:11]=1B(O)O)=[O:9].C(#N)C.C(=O)([O-])[O-].[Na+].[Na+]. The catalyst is Cl[Pd](Cl)([P](C1C=CC=CC=1)(C1C=CC=CC=1)C1C=CC=CC=1)[P](C1C=CC=CC=1)(C1C=CC=CC=1)C1C=CC=CC=1.C(OCC)(=O)C. The product is [CH3:7][C:6]1[C:2]([C:11]2[CH:12]=[CH:13][CH:14]=[CH:15][C:10]=2[CH:8]=[O:9])=[CH:3][S:4][CH:5]=1. The yield is 0.780. (2) The yield is 0.830. The catalyst is C(#N)C.C1C=C[NH+]=CC=1.[O-][Cr](Cl)(=O)=O. The reactants are I(O)(=O)(=O)=O.[F:6][C:7]1[N:11]([CH3:12])[N:10]=[C:9]([CH:13]([F:15])[F:14])[C:8]=1[CH:16]=[O:17].C(OCC)(=[O:20])C. The product is [F:15][CH:13]([F:14])[C:9]1[C:8]([C:16]([OH:20])=[O:17])=[C:7]([F:6])[N:11]([CH3:12])[N:10]=1. (3) The reactants are [CH:1]12[CH2:8][CH2:7][CH:4]([CH:5]=[CH:6]1)[CH2:3][CH:2]2[C:9]1([CH3:17])[N:13]([CH3:14])[C:12](=[O:15])[NH:11][C:10]1=[O:16].Br[CH2:19][C:20]([C:22]1[NH:23][CH:24]=[CH:25][CH:26]=1)=[O:21]. No catalyst specified. The product is [C@H:1]12[CH2:8][CH2:7][C@H:4]([CH:5]=[CH:6]1)[CH2:3][CH:2]2[C:9]1([CH3:17])[N:13]([CH3:14])[C:12](=[O:15])[N:11]([CH2:19][C:20](=[O:21])[C:22]2[NH:23][CH:24]=[CH:25][CH:26]=2)[C:10]1=[O:16]. The yield is 0.430. (4) The reactants are [OH:1][C:2]1[CH:7]=[CH:6][C:5]([CH2:8][C:9]([O:11][CH3:12])=[O:10])=[CH:4][CH:3]=1.C(=O)([O-])[O-].[Cs+].[Cs+].[CH2:19](Br)[C:20]1[CH:25]=[CH:24][CH:23]=[CH:22][CH:21]=1. The catalyst is CN(C)C=O. The product is [CH3:12][O:11][C:9](=[O:10])[CH2:8][C:5]1[CH:4]=[CH:3][C:2]([O:1][CH2:19][C:20]2[CH:25]=[CH:24][CH:23]=[CH:22][CH:21]=2)=[CH:7][CH:6]=1. The yield is 0.830. (5) The reactants are [CH3:1][S:2][C:3]1[N:8]=[CH:7][CH:6]=[C:5]([C:9]2[S:10][C:11]3[CH:19]=[CH:18][CH:17]=[CH:16][C:12]=3[C:13](=[O:15])[N:14]=2)[N:4]=1.ClC1C=CC=C(C(OO)=[O:28])C=1. The catalyst is C(Cl)(Cl)Cl. The product is [CH3:1][S:2]([C:3]1[N:8]=[CH:7][CH:6]=[C:5]([C:9]2[S:10][C:11]3[CH:19]=[CH:18][CH:17]=[CH:16][C:12]=3[C:13](=[O:15])[N:14]=2)[N:4]=1)=[O:28]. The yield is 0.550. (6) The reactants are [F-].C([N+](CCCC)(CCCC)CCCC)CCC.[C:19]1([S:25]([N:28](S(C2C=CC=CC=2)(=O)=O)[C:29]2[CH:34]=[CH:33][C:32]([Br:35])=[CH:31][C:30]=2[I:36])(=[O:27])=[O:26])[CH:24]=[CH:23][CH:22]=[CH:21][CH:20]=1. The catalyst is C1COCC1.C(OCC)(=O)C.Cl. The product is [Br:35][C:32]1[CH:33]=[CH:34][C:29]([NH:28][S:25]([C:19]2[CH:24]=[CH:23][CH:22]=[CH:21][CH:20]=2)(=[O:27])=[O:26])=[C:30]([I:36])[CH:31]=1. The yield is 0.900.